From a dataset of Reaction yield outcomes from USPTO patents with 853,638 reactions. Predict the reaction yield, written as a fraction of the theoretical maximum amount of product (1.0 means a 100% yield; for example, 0.34 means a 34% yield). (1) The reactants are [H-].[Na+].[OH:3][C:4]1[CH:5]=[N:6][CH:7]=[CH:8][CH:9]=1.Br[CH2:11][C:12]([O:14][C:15]([CH3:18])([CH3:17])[CH3:16])=[O:13].O. The catalyst is CN(C=O)C. The product is [N:6]1[CH:7]=[CH:8][CH:9]=[C:4]([O:3][CH2:11][C:12]([O:14][C:15]([CH3:18])([CH3:17])[CH3:16])=[O:13])[CH:5]=1. The yield is 0.325. (2) The reactants are [CH2:1]([N:8]1[CH2:14][C:13]2[N:15]=[CH:16][C:17](Cl)=[N:18][C:12]=2[O:11][C@@H:10]([CH3:20])[CH2:9]1)[C:2]1[CH:7]=[CH:6][CH:5]=[CH:4][CH:3]=1.[CH3:21][C@@H:22]1[CH2:27][O:26][CH2:25][CH2:24][NH:23]1.CC(C1C=C(C(C)C)C(C2C=CC=CC=2P(C2CCCCC2)C2CCCCC2)=C(C(C)C)C=1)C.CC(C)([O-])C.[Na+]. The catalyst is C1(C)C=CC=CC=1.C1C=CC(/C=C/C(/C=C/C2C=CC=CC=2)=O)=CC=1.C1C=CC(/C=C/C(/C=C/C2C=CC=CC=2)=O)=CC=1.C1C=CC(/C=C/C(/C=C/C2C=CC=CC=2)=O)=CC=1.[Pd].[Pd].O. The product is [CH2:1]([N:8]1[CH2:14][C:13]2[N:15]=[CH:16][C:17]([N:23]3[CH2:24][CH2:25][O:26][CH2:27][C@H:22]3[CH3:21])=[N:18][C:12]=2[O:11][C@@H:10]([CH3:20])[CH2:9]1)[C:2]1[CH:7]=[CH:6][CH:5]=[CH:4][CH:3]=1. The yield is 0.610. (3) The reactants are C[O:2][C:3]1[CH:4]=[C:5]([C:9]23[CH2:18][C:17]4[CH:19]=[CH:20][CH:21]=[CH:22][C:16]=4[CH2:15][C:14]2([CH3:23])[CH2:13][N:12]([CH3:24])[CH2:11][CH2:10]3)[CH:6]=[CH:7][CH:8]=1.Br.[OH-].[Na+].C([O-])(O)=O.[Na+]. The catalyst is C(O)(=O)C. The product is [OH:2][C:3]1[CH:4]=[C:5]([C:9]23[CH2:18][C:17]4[CH:19]=[CH:20][CH:21]=[CH:22][C:16]=4[CH2:15][C:14]2([CH3:23])[CH2:13][N:12]([CH3:24])[CH2:11][CH2:10]3)[CH:6]=[CH:7][CH:8]=1. The yield is 0.280. (4) The reactants are [CH3:1][C:2]1([CH2:14][OH:15])[O:7][C:6]2=[N:8][C:9]([N+:11]([O-:13])=[O:12])=[CH:10][N:5]2[CH2:4][CH2:3]1.[I:16][C:17]1[CH:24]=[CH:23][C:20]([CH2:21]Br)=[CH:19][CH:18]=1.[H-].[Na+]. No catalyst specified. The product is [I:16][C:17]1[CH:24]=[CH:23][C:20]([CH2:21][O:15][CH2:14][C:2]2([CH3:1])[O:7][C:6]3=[N:8][C:9]([N+:11]([O-:13])=[O:12])=[CH:10][N:5]3[CH2:4][CH2:3]2)=[CH:19][CH:18]=1. The yield is 0.540. (5) The reactants are C([C:4]1[C:9]([N+:10]([O-:12])=[O:11])=[CH:8][CH:7]=[C:6]([Cl:13])[C:5]=1[S:14]([NH2:17])(=[O:16])=[O:15])(=O)C.Cl[Si](C)(C)C.S(=O)(=O)(O)[OH:24]. The catalyst is CO. The product is [Cl:13][C:6]1[C:5]([S:14]([NH2:17])(=[O:16])=[O:15])=[C:4]([OH:24])[C:9]([N+:10]([O-:12])=[O:11])=[CH:8][CH:7]=1. The yield is 0.680. (6) The reactants are Cl.[Cl:2][C:3]1[CH:8]=[CH:7][C:6]([C:9]2([C:15]#[N:16])[CH2:14][CH2:13][NH:12][CH2:11][CH2:10]2)=[CH:5][CH:4]=1.Cl[C:18]1[C:19]2[CH:26]=[CH:25][NH:24][C:20]=2[N:21]=[CH:22][N:23]=1.C(N(CC)CC)C. The catalyst is C(O)CCC. The product is [Cl:2][C:3]1[CH:8]=[CH:7][C:6]([C:9]2([C:15]#[N:16])[CH2:14][CH2:13][N:12]([C:18]3[C:19]4[CH:26]=[CH:25][NH:24][C:20]=4[N:21]=[CH:22][N:23]=3)[CH2:11][CH2:10]2)=[CH:5][CH:4]=1. The yield is 0.800. (7) The reactants are [Cl:1][C:2]1[CH:7]=[CH:6][C:5]([CH3:8])=[CH:4][C:3]=1[O:9][CH3:10].[Br:11]N1C(=O)CCC1=O. The catalyst is C(Cl)(Cl)(Cl)Cl.C(OOC(=O)C1C=CC=CC=1)(=O)C1C=CC=CC=1. The product is [Cl:1][C:2]1[CH:7]=[CH:6][C:5]([CH2:8][Br:11])=[CH:4][C:3]=1[O:9][CH3:10]. The yield is 0.975.